This data is from Merck oncology drug combination screen with 23,052 pairs across 39 cell lines. The task is: Regression. Given two drug SMILES strings and cell line genomic features, predict the synergy score measuring deviation from expected non-interaction effect. (1) Drug 1: O=C(NOCC(O)CO)c1ccc(F)c(F)c1Nc1ccc(I)cc1F. Drug 2: CC(C)CC(NC(=O)C(Cc1ccccc1)NC(=O)c1cnccn1)B(O)O. Cell line: SKOV3. Synergy scores: synergy=1.30. (2) Drug 1: CN1C(=O)C=CC2(C)C3CCC4(C)C(NC(=O)OCC(F)(F)F)CCC4C3CCC12. Drug 2: CC1(c2nc3c(C(N)=O)cccc3[nH]2)CCCN1. Cell line: MDAMB436. Synergy scores: synergy=4.73.